This data is from Forward reaction prediction with 1.9M reactions from USPTO patents (1976-2016). The task is: Predict the product of the given reaction. Given the reactants [H-].[Na+].[Cl:3][C:4]1[CH:5]=[C:6]([F:26])[C:7]([O:24][CH3:25])=[C:8]([CH:10]=[N:11][C:12]2[CH:21]=[C:20]([F:22])[CH:19]=[C:18]3[C:13]=2[CH:14]=[CH:15][C:16](=[O:23])[NH:17]3)[CH:9]=1.[Si](Cl)(C(C)(C)C)(C)C.[F:35][C:36]([F:41])([F:40])[CH:37]1[O:39][CH2:38]1.C([Li])CCC.[Si](N1C2C(=C(N=CC3C=C(Cl)C=C(F)C=3OC)C=C(F)C=2)C=CC1=O)(C(C)(C)C)(C)C, predict the reaction product. The product is: [Cl:3][C:4]1[CH:5]=[C:6]([F:26])[C:7]([O:24][CH3:25])=[C:8]([CH:10]([NH:11][C:12]2[CH:21]=[C:20]([F:22])[CH:19]=[C:18]3[C:13]=2[CH:14]=[CH:15][C:16](=[O:23])[NH:17]3)[C:37]2([C:36]([F:41])([F:40])[F:35])[CH2:38][O:39]2)[CH:9]=1.